Dataset: Reaction yield outcomes from USPTO patents with 853,638 reactions. Task: Predict the reaction yield, written as a fraction of the theoretical maximum amount of product (1.0 means a 100% yield; for example, 0.34 means a 34% yield). (1) The reactants are [CH3:1][C:2]1[N:7]=[C:6]([C:8]2[CH:13]=[CH:12][CH:11]=[C:10]([C:14]3[CH:15]=[C:16]([S:20](Cl)(=[O:22])=[O:21])[CH:17]=[CH:18][CH:19]=3)[N:9]=2)[CH:5]=[C:4]([C:24]2[CH:29]=[CH:28][C:27]([C:30]([F:33])([F:32])[F:31])=[CH:26][CH:25]=2)[CH:3]=1.[CH3:34][O:35][CH2:36][CH2:37][O:38][CH2:39][CH2:40][NH2:41]. The catalyst is C1COCC1.CCOC(C)=O. The product is [CH3:34][O:35][CH2:36][CH2:37][O:38][CH2:39][CH2:40][NH:41][S:20]([C:16]1[CH:17]=[CH:18][CH:19]=[C:14]([C:10]2[N:9]=[C:8]([C:6]3[CH:5]=[C:4]([C:24]4[CH:29]=[CH:28][C:27]([C:30]([F:32])([F:33])[F:31])=[CH:26][CH:25]=4)[CH:3]=[C:2]([CH3:1])[N:7]=3)[CH:13]=[CH:12][CH:11]=2)[CH:15]=1)(=[O:21])=[O:22]. The yield is 0.680. (2) The reactants are O[N:2]=[C:3]([C:5]1[CH:6]=[C:7]([CH:11]=[CH:12][CH:13]=1)[C:8]([OH:10])=[O:9])[CH3:4].[ClH:14]. The catalyst is [Pd].C(O)C. The product is [ClH:14].[NH2:2][CH:3]([C:5]1[CH:6]=[C:7]([CH:11]=[CH:12][CH:13]=1)[C:8]([OH:10])=[O:9])[CH3:4]. The yield is 0.940. (3) The reactants are [NH:1]([C:31]([O:33][C:34]([CH3:37])([CH3:36])[CH3:35])=[O:32])[C@H:2]([C:28](O)=[O:29])[CH2:3][CH2:4][CH2:5][NH:6][C:7](=[NH:27])[NH:8][S:9]([C:12]1[C:25]([CH3:26])=[C:23]([CH3:24])[C:22]2[O:21][C:18]([CH3:20])([CH3:19])[CH2:17][CH2:16][C:15]=2[C:13]=1[CH3:14])(=[O:11])=[O:10].[NH2:38][C:39]1[CH:46]=[CH:45][C:42]([CH2:43][OH:44])=[CH:41][CH:40]=1.CCOC1N(C(OCC)=O)C2C(=CC=CC=2)C=C1.C1(C)C=CC=CC=1. The catalyst is C(O)C. The product is [C:34]([O:33][C:31]([NH:1][C@@H:2]([CH2:3][CH2:4][CH2:5][NH:6][C:7](=[NH:27])[NH:8][S:9]([C:12]1[C:13]([CH3:14])=[C:15]2[C:22](=[C:23]([CH3:24])[C:25]=1[CH3:26])[O:21][C:18]([CH3:20])([CH3:19])[CH2:17][CH2:16]2)(=[O:10])=[O:11])[C:28]([NH:38][C:39]1[CH:46]=[CH:45][C:42]([CH2:43][OH:44])=[CH:41][CH:40]=1)=[O:29])=[O:32])([CH3:37])([CH3:35])[CH3:36]. The yield is 0.920. (4) The product is [Cl:1][C:2]1[CH:3]=[C:4]([N:18]2[C:22]3=[N:23][CH:24]=[CH:25][CH:26]=[C:21]3[C:20]([C:27]([NH2:31])=[O:29])=[N:19]2)[CH:5]=[C:6]([C:8]#[C:9][C@:10]2([OH:17])[CH2:14][CH2:13][N:12]([CH3:15])[C:11]2=[O:16])[CH:7]=1. The catalyst is CO. The reactants are [Cl:1][C:2]1[CH:3]=[C:4]([N:18]2[C:22]3=[N:23][CH:24]=[CH:25][CH:26]=[C:21]3[C:20]([C:27]([O:29]C)=O)=[N:19]2)[CH:5]=[C:6]([C:8]#[C:9][C@:10]2([OH:17])[CH2:14][CH2:13][N:12]([CH3:15])[C:11]2=[O:16])[CH:7]=1.[NH3:31]. The yield is 0.130. (5) The reactants are [NH:1]1[C:9]2[C:4](=[CH:5][CH:6]=[CH:7][CH:8]=2)[C:3](/[CH:10]=[C:11]2\[O:12][C:13]3[C:20]([CH2:21][N:22]([CH3:40])[CH2:23][CH2:24][CH2:25][CH2:26][CH2:27][CH2:28][CH2:29][CH2:30][N:31](C)[C:32](=O)OC(C)(C)C)=[C:19]([OH:41])[CH:18]=[CH:17][C:14]=3[C:15]\2=[O:16])=[CH:2]1.Cl. The catalyst is C(Cl)Cl.O1CCOCC1. The product is [NH:1]1[C:9]2[C:4](=[CH:5][CH:6]=[CH:7][CH:8]=2)[C:3](/[CH:10]=[C:11]2\[O:12][C:13]3[C:20]([CH2:21][N:22]([CH3:40])[CH2:23][CH2:24][CH2:25][CH2:26][CH2:27][CH2:28][CH2:29][CH2:30][NH:31][CH3:32])=[C:19]([OH:41])[CH:18]=[CH:17][C:14]=3[C:15]\2=[O:16])=[CH:2]1. The yield is 0.600.